Dataset: Experimental lipophilicity measurements (octanol/water distribution) for 4,200 compounds from AstraZeneca. Task: Regression/Classification. Given a drug SMILES string, predict its absorption, distribution, metabolism, or excretion properties. Task type varies by dataset: regression for continuous measurements (e.g., permeability, clearance, half-life) or binary classification for categorical outcomes (e.g., BBB penetration, CYP inhibition). For this dataset (lipophilicity_astrazeneca), we predict Y. The drug is COc1cc(C(=O)NCc2ccc(OCCN(C)C)cc2)cc(OC)c1OC. The Y is 0.740 logD.